Task: Regression. Given a peptide amino acid sequence and an MHC pseudo amino acid sequence, predict their binding affinity value. This is MHC class II binding data.. Dataset: Peptide-MHC class II binding affinity with 134,281 pairs from IEDB (1) The peptide sequence is ACQGVGGPSHKARVLAEA. The MHC is DRB1_0301 with pseudo-sequence DRB1_0301. The binding affinity (normalized) is 0.166. (2) The peptide sequence is DPDVLPPEVYKELCD. The MHC is DRB1_0101 with pseudo-sequence DRB1_0101. The binding affinity (normalized) is 0.226. (3) The peptide sequence is GRTTWSIHGKGEWMT. The MHC is HLA-DQA10303-DQB10402 with pseudo-sequence HLA-DQA10303-DQB10402. The binding affinity (normalized) is 0.305. (4) The peptide sequence is AAGYVSGVAALVRSR. The MHC is DRB1_0405 with pseudo-sequence DRB1_0405. The binding affinity (normalized) is 0.453. (5) The peptide sequence is EVSNVQRIMRKEKRD. The MHC is DRB1_0101 with pseudo-sequence DRB1_0101. The binding affinity (normalized) is 0.0284.